From a dataset of Full USPTO retrosynthesis dataset with 1.9M reactions from patents (1976-2016). Predict the reactants needed to synthesize the given product. (1) Given the product [C:14]([O:18][C:19]([NH:21][C@H:22]([C:24]([NH:1][C:2]1[CH:7]=[CH:6][CH:5]=[CH:4][C:3]=1/[CH:8]=[CH:9]/[C:10]([O:12][CH3:13])=[O:11])=[O:25])[CH3:23])=[O:20])([CH3:16])([CH3:17])[CH3:15], predict the reactants needed to synthesize it. The reactants are: [NH2:1][C:2]1[CH:7]=[CH:6][CH:5]=[CH:4][C:3]=1/[CH:8]=[CH:9]/[C:10]([O:12][CH3:13])=[O:11].[C:14]([O:18][C:19]([NH:21][C@H:22]([C:24](O)=[O:25])[CH3:23])=[O:20])([CH3:17])([CH3:16])[CH3:15].ON1C2C=CC=CC=2N=N1.Cl.CN(C)CCCN=C=NCC. (2) Given the product [Cl:29][C:26]1[CH:27]=[CH:28][C:11]2[N:10]3[C:30]([CH2:33][F:34])=[N:31][N:32]=[C:9]3[C@@H:8]([CH2:7][CH2:6][N:45]3[N:46]=[N:47][C:43]([C:36]([CH3:35])([CH3:42])[C:37]([O:39][CH2:40][CH3:41])=[O:38])=[N:44]3)[O:14][C@H:13]([C:15]3[CH:20]=[CH:19][CH:18]=[C:17]([O:21][CH3:22])[C:16]=3[O:23][CH3:24])[C:12]=2[CH:25]=1, predict the reactants needed to synthesize it. The reactants are: CS(O[CH2:6][CH2:7][C@H:8]1[O:14][C@H:13]([C:15]2[CH:20]=[CH:19][CH:18]=[C:17]([O:21][CH3:22])[C:16]=2[O:23][CH3:24])[C:12]2[CH:25]=[C:26]([Cl:29])[CH:27]=[CH:28][C:11]=2[N:10]2[C:30]([CH2:33][F:34])=[N:31][N:32]=[C:9]12)(=O)=O.[CH3:35][C:36]([C:43]1[NH:47][N:46]=[N:45][N:44]=1)([CH3:42])[C:37]([O:39][CH2:40][CH3:41])=[O:38].C(=O)([O-])[O-].[K+].[K+]. (3) Given the product [CH2:29]([C@@H:26]([NH:25][C:7]1[N:8]=[C:9]([C:11]2[CH:16]=[CH:15][C:14]([Cl:17])=[C:13]([Cl:18])[CH:12]=2)[C:10]2[C:2]([NH2:1])=[C:3]([C:22]([NH2:24])=[O:23])[S:4][C:5]=2[N:6]=1)[CH2:27][OH:28])[CH3:30], predict the reactants needed to synthesize it. The reactants are: [NH2:1][C:2]1[C:10]2[C:9]([C:11]3[CH:16]=[CH:15][C:14]([Cl:17])=[C:13]([Cl:18])[CH:12]=3)=[N:8][C:7](S(C)=O)=[N:6][C:5]=2[S:4][C:3]=1[C:22]([NH2:24])=[O:23].[NH2:25][C@H:26]([CH2:29][CH3:30])[CH2:27][OH:28]. (4) Given the product [C:44]1([CH3:54])[CH:49]=[CH:48][C:47]([S:50]([O:31][CH2:30][CH2:29][O:28][CH2:27][CH2:26][O:25][CH2:24][CH2:23][O:22][CH2:21][CH2:20][O:19][C:6]([C:13]2[CH:18]=[CH:17][CH:16]=[CH:15][CH:14]=2)([C:7]2[CH:8]=[CH:9][CH:10]=[CH:11][CH:12]=2)[C:5]2[CH:32]=[CH:33][CH:34]=[C:3]([O:2][CH3:1])[C:4]=2[O:35][CH3:36])(=[O:52])=[O:51])=[CH:46][CH:45]=1, predict the reactants needed to synthesize it. The reactants are: [CH3:1][O:2][C:3]1[C:4]([O:35][CH3:36])=[C:5]([CH:32]=[CH:33][CH:34]=1)[C:6]([O:19][CH2:20][CH2:21][O:22][CH2:23][CH2:24][O:25][CH2:26][CH2:27][O:28][CH2:29][CH2:30][OH:31])([C:13]1[CH:18]=[CH:17][CH:16]=[CH:15][CH:14]=1)[C:7]1[CH:12]=[CH:11][CH:10]=[CH:9][CH:8]=1.C(N(CC)CC)C.[C:44]1([CH3:54])[CH:49]=[CH:48][C:47]([S:50](Cl)(=[O:52])=[O:51])=[CH:46][CH:45]=1.